Task: Predict the reaction yield, written as a fraction of the theoretical maximum amount of product (1.0 means a 100% yield; for example, 0.34 means a 34% yield).. Dataset: Reaction yield outcomes from USPTO patents with 853,638 reactions (1) The reactants are Br[C:2]1[N:6]=[CH:5][N:4]([C:7]2[CH:12]=[CH:11][C:10]([O:13][C:14]([F:17])([F:16])[F:15])=[CH:9][CH:8]=2)[N:3]=1.CC1(C)C(C)(C)OB([C:26]2[CH:43]=[CH:42][C:29]([CH2:30][NH:31][C:32](=[O:41])[O:33][CH2:34][C:35]3[CH:40]=[CH:39][CH:38]=[CH:37][CH:36]=3)=[CH:28][CH:27]=2)O1.P([O-])([O-])([O-])=O.[K+].[K+].[K+].O1CCOCC1. The catalyst is [Cl-].[Na+].O.O. The product is [F:15][C:14]([F:17])([F:16])[O:13][C:10]1[CH:11]=[CH:12][C:7]([N:4]2[CH:5]=[N:6][C:2]([C:26]3[CH:43]=[CH:42][C:29]([CH2:30][NH:31][C:32](=[O:41])[O:33][CH2:34][C:35]4[CH:36]=[CH:37][CH:38]=[CH:39][CH:40]=4)=[CH:28][CH:27]=3)=[N:3]2)=[CH:8][CH:9]=1. The yield is 0.560. (2) The reactants are [CH3:1][C:2]1[CH:7]=[C:6]([O:8][CH2:9][CH2:10][CH2:11][C:12](=[O:27])[NH:13][CH2:14][CH2:15][NH:16]C(OCC2C=CC=CC=2)=O)[CH:5]=[C:4]([CH3:28])[C:3]=1[S:29]([NH:32][C@@H:33]([CH2:38][NH:39][C:40]([C:42]1[CH:50]=[C:49]2[C:45]([C:46]([CH2:52][CH2:53][CH2:54][NH:55][C:56]3[CH:61]=[CH:60][CH:59]=[CH:58][N:57]=3)=[N:47][N:48]2[CH3:51])=[CH:44][CH:43]=1)=[O:41])[C:34]([O:36][CH3:37])=[O:35])(=[O:31])=[O:30].FC(F)(F)C(O)=O. The catalyst is CO.[Pd]. The product is [NH2:16][CH2:15][CH2:14][NH:13][C:12]([CH2:11][CH2:10][CH2:9][O:8][C:6]1[CH:5]=[C:4]([CH3:28])[C:3]([S:29]([NH:32][C@@H:33]([CH2:38][NH:39][C:40]([C:42]2[CH:50]=[C:49]3[C:45]([C:46]([CH2:52][CH2:53][CH2:54][NH:55][C:56]4[CH2:61][CH2:60][CH2:59][CH2:58][N:57]=4)=[N:47][N:48]3[CH3:51])=[CH:44][CH:43]=2)=[O:41])[C:34]([O:36][CH3:37])=[O:35])(=[O:30])=[O:31])=[C:2]([CH3:1])[CH:7]=1)=[O:27]. The yield is 0.880. (3) The reactants are C[O:2][C:3](=[O:22])[C:4]1[CH:9]=[CH:8][C:7]([N:10]2[C:14]3[CH:15]=[CH:16][C:17]([C:19]#[N:20])=[CH:18][C:13]=3[N:12]=[C:11]2[CH3:21])=[CH:6][CH:5]=1.[Li+].[OH-]. The catalyst is O1CCCC1. The product is [C:19]([C:17]1[CH:16]=[CH:15][C:14]2[N:10]([C:7]3[CH:6]=[CH:5][C:4]([C:3]([OH:22])=[O:2])=[CH:9][CH:8]=3)[C:11]([CH3:21])=[N:12][C:13]=2[CH:18]=1)#[N:20]. The yield is 0.940. (4) The reactants are [Cl:1][C:2]1[CH:27]=[C:26]([Cl:28])[CH:25]=[CH:24][C:3]=1[CH2:4][N:5]1[C:9](/[CH:10]=[CH:11]/[C:12]([O:14]CC)=[O:13])=[CH:8][C:7]([O:17][CH:18]2[CH2:23][CH2:22][O:21][CH2:20][CH2:19]2)=[N:6]1.[OH-].[Na+].O1CCCC1. The catalyst is C(O)C. The product is [Cl:1][C:2]1[CH:27]=[C:26]([Cl:28])[CH:25]=[CH:24][C:3]=1[CH2:4][N:5]1[C:9](/[CH:10]=[CH:11]/[C:12]([OH:14])=[O:13])=[CH:8][C:7]([O:17][CH:18]2[CH2:19][CH2:20][O:21][CH2:22][CH2:23]2)=[N:6]1. The yield is 0.960. (5) The product is [O:3]1[CH:4]=[CH:5][N:6]=[C:2]1[NH:1][C:21]([CH:19]1[C:20]2[CH:7]=[CH:8][CH:9]=[CH:10][C:11]=2[S:12][C:13]2[C:18]1=[CH:17][CH:16]=[CH:15][CH:14]=2)=[O:22]. The reactants are [NH2:1][C:2]1[O:3][CH:4]=[CH:5][N:6]=1.[CH:7]1[C:20]2[CH:19]([C:21](Cl)=[O:22])[C:18]3[C:13](=[CH:14][CH:15]=[CH:16][CH:17]=3)[S:12][C:11]=2[CH:10]=[CH:9][CH:8]=1. The yield is 0.180. The catalyst is CN(C1C=CN=CC=1)C.N1C=CC=CC=1. (6) The reactants are CN(C=O)C.C(=O)([O-])[O-].[K+].[K+].[OH:12][C:13]1[CH:14]=[C:15]([CH:20]=[CH:21][C:22]=1[O:23][CH3:24])[C:16]([O:18][CH3:19])=[O:17].Br[CH2:26][CH2:27][Cl:28]. The catalyst is O. The product is [Cl:28][CH2:27][CH2:26][O:12][C:13]1[CH:14]=[C:15]([CH:20]=[CH:21][C:22]=1[O:23][CH3:24])[C:16]([O:18][CH3:19])=[O:17]. The yield is 0.300.